From a dataset of Full USPTO retrosynthesis dataset with 1.9M reactions from patents (1976-2016). Predict the reactants needed to synthesize the given product. Given the product [C:1]([C:5]1[C:14]2[C:9](=[CH:10][C:11]([O:30][CH3:31])=[C:12](/[C:15](/[CH2:28][CH3:29])=[C:16](/[F:27])\[CH:17]=[CH:18]\[C:19](\[CH3:26])=[CH:20]\[C:21]([OH:23])=[O:22])[CH:13]=2)[O:8][C:7]([CH3:32])([CH3:33])[CH:6]=1)([CH3:4])([CH3:2])[CH3:3], predict the reactants needed to synthesize it. The reactants are: [C:1]([C:5]1[C:14]2[C:9](=[CH:10][C:11]([O:30][CH3:31])=[C:12](/[C:15](/[CH2:28][CH3:29])=[C:16](/[F:27])\[CH:17]=[CH:18]\[C:19](\[CH3:26])=[CH:20]\[C:21]([O:23]CC)=[O:22])[CH:13]=2)[O:8][C:7]([CH3:33])([CH3:32])[CH:6]=1)([CH3:4])([CH3:3])[CH3:2].[OH-].[Na+].